From a dataset of Full USPTO retrosynthesis dataset with 1.9M reactions from patents (1976-2016). Predict the reactants needed to synthesize the given product. (1) The reactants are: C([S@@]([NH:7][C@H:8]([C:29]1[CH:34]=[CH:33][CH:32]=[CH:31][C:30]=1[Cl:35])[C:9]1[S:13][C:12]([NH:14][C:15]([C:17]2([C:20]3[CH:28]=[CH:27][C:23]4[O:24][CH2:25][O:26][C:22]=4[CH:21]=3)[CH2:19][CH2:18]2)=[O:16])=[N:11][CH:10]=1)=O)(C)(C)C.Cl.O1CCOCC1. Given the product [NH2:7][C@@H:8]([C:29]1[CH:34]=[CH:33][CH:32]=[CH:31][C:30]=1[Cl:35])[C:9]1[S:13][C:12]([NH:14][C:15]([C:17]2([C:20]3[CH:28]=[CH:27][C:23]4[O:24][CH2:25][O:26][C:22]=4[CH:21]=3)[CH2:19][CH2:18]2)=[O:16])=[N:11][CH:10]=1, predict the reactants needed to synthesize it. (2) Given the product [CH:1]([N:4]1[CH2:5][CH2:6][N:7]([C:10]2[CH:15]=[C:14]([NH2:16])[CH:13]=[CH:12][N:11]=2)[CH2:8][CH2:9]1)([CH3:3])[CH3:2], predict the reactants needed to synthesize it. The reactants are: [CH:1]([N:4]1[CH2:9][CH2:8][N:7]([C:10]2[CH:15]=[C:14]([NH:16]C(=O)C)[CH:13]=[CH:12][N:11]=2)[CH2:6][CH2:5]1)([CH3:3])[CH3:2].Cl. (3) Given the product [CH3:24][O:25][C:26]1[CH:31]=[C:30]([O:32][CH3:33])[CH:29]=[CH:28][C:27]=1[C:2]1[N:11]=[C:10]([NH:12][CH2:13][CH2:14][NH:15][C:16]2[CH:23]=[CH:22][C:19]([C:20]#[N:21])=[CH:18][N:17]=2)[C:9]2[C:4](=[CH:5][CH:6]=[CH:7][CH:8]=2)[N:3]=1, predict the reactants needed to synthesize it. The reactants are: Cl[C:2]1[N:11]=[C:10]([NH:12][CH2:13][CH2:14][NH:15][C:16]2[CH:23]=[CH:22][C:19]([C:20]#[N:21])=[CH:18][N:17]=2)[C:9]2[C:4](=[CH:5][CH:6]=[CH:7][CH:8]=2)[N:3]=1.[CH3:24][O:25][C:26]1[CH:31]=[C:30]([O:32][CH3:33])[CH:29]=[CH:28][C:27]=1B(O)O.C([O-])(O)=O.[Na+]. (4) Given the product [CH2:26]([N:28]1[CH2:29][CH2:30][N:31]([C:34]2[CH:40]=[CH:39][C:37]([NH:38][C:2]3[C:11]4=[N:12][NH:13][CH:14]=[C:10]4[C:9]4[CH:8]=[CH:7][C:6]([O:24][CH3:25])=[CH:5][C:4]=4[N:3]=3)=[CH:36][CH:35]=2)[CH2:32][CH2:33]1)[CH3:27], predict the reactants needed to synthesize it. The reactants are: Cl[C:2]1[C:11]2=[N:12][N:13](CC3C=CC(OC)=CC=3)[CH:14]=[C:10]2[C:9]2[CH:8]=[CH:7][C:6]([O:24][CH3:25])=[CH:5][C:4]=2[N:3]=1.[CH2:26]([N:28]1[CH2:33][CH2:32][N:31]([C:34]2[CH:40]=[CH:39][C:37]([NH2:38])=[CH:36][CH:35]=2)[CH2:30][CH2:29]1)[CH3:27].Cl. (5) The reactants are: S(Cl)([Cl:3])=O.[Cl:5][C:6]1[CH:11]=[CH:10][C:9]([C:12]2[CH:13]=[CH:14][C:15](/[CH:18]=[CH:19]/[C:20]([NH:22][C:23]3[CH:28]=[CH:27][C:26]([CH2:29]O)=[CH:25][CH:24]=3)=[O:21])=[N:16][CH:17]=2)=[CH:8][CH:7]=1. Given the product [Cl:3][CH2:29][C:26]1[CH:27]=[CH:28][C:23]([NH:22][C:20](=[O:21])/[CH:19]=[CH:18]/[C:15]2[CH:14]=[CH:13][C:12]([C:9]3[CH:10]=[CH:11][C:6]([Cl:5])=[CH:7][CH:8]=3)=[CH:17][N:16]=2)=[CH:24][CH:25]=1, predict the reactants needed to synthesize it. (6) Given the product [S:7]1[CH:8]=[CH:9][C:5]2[CH:4]=[C:3]([Mg:1][Br:12])[CH:11]=[CH:10][C:6]1=2, predict the reactants needed to synthesize it. The reactants are: [Mg:1].Br[C:3]1[CH:11]=[CH:10][C:6]2[S:7][CH:8]=[CH:9][C:5]=2[CH:4]=1.[Br:12]C(Br)C.